This data is from Catalyst prediction with 721,799 reactions and 888 catalyst types from USPTO. The task is: Predict which catalyst facilitates the given reaction. (1) The catalyst class is: 22. Product: [C:1]1([C:27]2[CH:28]=[CH:29][CH:30]=[CH:31][CH:32]=2)[CH:6]=[CH:5][C:4]([N:7]2[C:8]3[C:13](=[CH:12][C:11]([C:21]4[CH:26]=[CH:25][CH:24]=[CH:23][CH:22]=4)=[CH:10][CH:9]=3)[CH2:14][C:15]3[CH:16]=[C:17]([Br:33])[CH:18]=[CH:19][C:20]2=3)=[CH:3][CH:2]=1. Reactant: [C:1]1([C:27]2[CH:32]=[CH:31][CH:30]=[CH:29][CH:28]=2)[CH:6]=[CH:5][C:4]([N:7]2[C:20]3[C:15](=[CH:16][CH:17]=[CH:18][CH:19]=3)[CH2:14][C:13]3[CH:12]=[C:11]([C:21]4[CH:26]=[CH:25][CH:24]=[CH:23][CH:22]=4)[CH:10]=[CH:9][C:8]2=3)=[CH:3][CH:2]=1.[Br:33]C1CC(=O)NC1=O. (2) Reactant: [NH2:1][C:2]1[N:3]=[C:4]([N:17]2[CH2:22][CH2:21][NH:20][CH2:19][CH2:18]2)[C:5]2[N:10]=[C:9]([C:11]3[CH:12]=[N:13][CH:14]=[CH:15][CH:16]=3)[S:8][C:6]=2[N:7]=1.[C:23]1([CH3:32])[CH:28]=[CH:27][C:26]([N:29]=[C:30]=[O:31])=[CH:25][CH:24]=1. Product: [NH2:1][C:2]1[N:3]=[C:4]([N:17]2[CH2:18][CH2:19][N:20]([C:30]([NH:29][C:26]3[CH:27]=[CH:28][C:23]([CH3:32])=[CH:24][CH:25]=3)=[O:31])[CH2:21][CH2:22]2)[C:5]2[N:10]=[C:9]([C:11]3[CH:12]=[N:13][CH:14]=[CH:15][CH:16]=3)[S:8][C:6]=2[N:7]=1. The catalyst class is: 12. (3) Reactant: [Cl:1][C:2]1[C:6]([Cl:7])=[C:5]([CH3:8])[NH:4][C:3]=1[C:9]([NH:11][C@H:12]1[CH2:17][CH2:16][N:15]([C:18]2[S:19][C:20]([C:26]([O:28][CH2:29][CH3:30])=[O:27])=[C:21]([C:23](O)=[O:24])[N:22]=2)[CH2:14][C@H:13]1[O:31][CH3:32])=[O:10].[CH3:33][NH:34][CH3:35].CN(C(ON1N=NC2C=CC=NC1=2)=[N+](C)C)C.F[P-](F)(F)(F)(F)F.C(N(CC)CC)C. Product: [Cl:1][C:2]1[C:6]([Cl:7])=[C:5]([CH3:8])[NH:4][C:3]=1[C:9]([NH:11][C@H:12]1[CH2:17][CH2:16][N:15]([C:18]2[S:19][C:20]([C:26]([O:28][CH2:29][CH3:30])=[O:27])=[C:21]([C:23]([N:34]([CH3:35])[CH3:33])=[O:24])[N:22]=2)[CH2:14][C@H:13]1[O:31][CH3:32])=[O:10]. The catalyst class is: 6. (4) Product: [CH3:1][O:8][CH2:9][CH2:10][CH:11]1[CH2:16][N:15]([C:17]2[CH:22]=[CH:21][C:20]([N+:23]([O-:25])=[O:24])=[C:19]([O:26][CH:27]([CH3:29])[CH3:28])[CH:18]=2)[CH2:14][CH2:13][N:12]1[CH3:30]. Reactant: [CH3:1][O-].[Na+].CS([O:8][CH2:9][CH2:10][CH:11]1[CH2:16][N:15]([C:17]2[CH:22]=[CH:21][C:20]([N+:23]([O-:25])=[O:24])=[C:19]([O:26][CH:27]([CH3:29])[CH3:28])[CH:18]=2)[CH2:14][CH2:13][N:12]1[CH3:30])(=O)=O. The catalyst class is: 5. (5) Reactant: [CH3:1][C:2]1[C:10]([C:11]2[S:12][C:13]([C:24]([O:26][CH2:27][CH3:28])=[O:25])=[C:14](OS(C(F)(F)F)(=O)=O)[N:15]=2)=[C:5]2[CH:6]=[CH:7][CH:8]=[CH:9][N:4]2[N:3]=1.[C:29]1(B2OC(C)(C)C(C)(C)O2)[CH2:34][CH2:33][CH2:32][CH2:31][CH:30]=1.C(=O)([O-])[O-].[Cs+].[Cs+].O. Product: [C:29]1([C:14]2[N:15]=[C:11]([C:10]3[C:2]([CH3:1])=[N:3][N:4]4[CH:9]=[CH:8][CH:7]=[CH:6][C:5]=34)[S:12][C:13]=2[C:24]([O:26][CH2:27][CH3:28])=[O:25])[CH2:34][CH2:33][CH2:32][CH2:31][CH:30]=1. The catalyst class is: 57. (6) Reactant: Br[C:2]1[CH:7]=[CH:6][C:5]([S:8]([NH:11][C:12]2[CH:17]=[C:16]([N:18]3[CH2:23][C@H:22]([CH3:24])[NH:21][C@H:20]([CH3:25])[CH2:19]3)[CH:15]=[CH:14][C:13]=2[O:26][CH3:27])(=[O:10])=[O:9])=[CH:4][C:3]=1[F:28].[O:29]1[CH:33]=[CH:32][C:31](B(O)O)=[CH:30]1.CC(C)([O-])C.[K+]. Product: [CH3:25][C@H:20]1[NH:21][C@@H:22]([CH3:24])[CH2:23][N:18]([C:16]2[CH:15]=[CH:14][C:13]([O:26][CH3:27])=[C:12]([NH:11][S:8]([C:5]3[CH:6]=[CH:7][C:2]([C:31]4[CH:32]=[CH:33][O:29][CH:30]=4)=[C:3]([F:28])[CH:4]=3)(=[O:10])=[O:9])[CH:17]=2)[CH2:19]1. The catalyst class is: 108.